Dataset: Forward reaction prediction with 1.9M reactions from USPTO patents (1976-2016). Task: Predict the product of the given reaction. (1) Given the reactants C(OC(=O)[NH:7][C:8]1[CH:9]=[N:10][CH:11]=[C:12]([NH:14][C:15]([N:17]2[CH2:22][CH2:21][N:20]([C:23](=[O:39])[C:24]3[CH:29]=[CH:28][CH:27]=[C:26]([O:30][CH2:31][CH2:32][CH:33]4[CH2:38][CH2:37][CH2:36][CH2:35][CH2:34]4)[CH:25]=3)[CH2:19][CH2:18]2)=[O:16])[CH:13]=1)(C)(C)C.[ClH:41].CCOC(C)=O, predict the reaction product. The product is: [ClH:41].[NH2:7][C:8]1[CH:13]=[C:12]([NH:14][C:15]([N:17]2[CH2:22][CH2:21][N:20]([C:23](=[O:39])[C:24]3[CH:29]=[CH:28][CH:27]=[C:26]([O:30][CH2:31][CH2:32][CH:33]4[CH2:38][CH2:37][CH2:36][CH2:35][CH2:34]4)[CH:25]=3)[CH2:19][CH2:18]2)=[O:16])[CH:11]=[N:10][CH:9]=1. (2) Given the reactants [F:1][C:2]1[CH:3]=[C:4]([C:9]2[N:14]3[N:15]=[C:16]([CH3:19])[C:17](I)=[C:13]3[N:12]=[C:11]([N:20]3[CH2:24][CH2:23][CH2:22][C@H:21]3[CH2:25][OH:26])[CH:10]=2)[CH:5]=[C:6]([F:8])[CH:7]=1.[CH2:27]1[O:35][C:34]2[CH:33]=[CH:32][C:31](B(O)O)=[CH:30][C:29]=2[O:28]1.C1(C)C=CC=CC=1.C([O-])(O)=O.[Na+], predict the reaction product. The product is: [CH2:27]1[O:35][C:34]2[CH:33]=[CH:32][C:31]([C:17]3[C:16]([CH3:19])=[N:15][N:14]4[C:9]([C:4]5[CH:3]=[C:2]([F:1])[CH:7]=[C:6]([F:8])[CH:5]=5)=[CH:10][C:11]([N:20]5[CH2:24][CH2:23][CH2:22][C@H:21]5[CH2:25][OH:26])=[N:12][C:13]=34)=[CH:30][C:29]=2[O:28]1. (3) Given the reactants [CH2:1]([N:8]1[C:12]2[CH:13]=[C:14]([O:17]C)[CH:15]=[CH:16][C:11]=2[N:10]=[C:9]1[C:19]1[CH:24]=[CH:23][CH:22]=[CH:21][CH:20]=1)[C:2]1[CH:7]=[CH:6][CH:5]=[CH:4][CH:3]=1.Br.C(=O)(O)[O-].[Na+], predict the reaction product. The product is: [CH2:1]([N:8]1[C:12]2[CH:13]=[C:14]([OH:17])[CH:15]=[CH:16][C:11]=2[N:10]=[C:9]1[C:19]1[CH:24]=[CH:23][CH:22]=[CH:21][CH:20]=1)[C:2]1[CH:3]=[CH:4][CH:5]=[CH:6][CH:7]=1.